This data is from Catalyst prediction with 721,799 reactions and 888 catalyst types from USPTO. The task is: Predict which catalyst facilitates the given reaction. (1) Reactant: [CH2:1]([O:4][C:5]1([CH3:38])[CH2:10][CH2:9][N:8]([C:11]2[C:12]3[N:13]([N:28]=[C:29]([C:31]4[CH:36]=[CH:35][CH:34]=[C:33](Br)[CH:32]=4)[CH:30]=3)[CH:14]=[C:15]([CH3:27])[C:16]=2[C@H:17]([O:22][C:23]([CH3:26])([CH3:25])[CH3:24])[C:18]([O:20][CH3:21])=[O:19])[CH2:7][CH2:6]1)[CH:2]=[CH2:3].[F:39][C:40]1[CH:45]=[CH:44][C:43](B(O)O)=[C:42]([OH:49])[CH:41]=1.C([O-])([O-])=O.[Na+].[Na+]. Product: [CH2:1]([O:4][C:5]1([CH3:38])[CH2:10][CH2:9][N:8]([C:11]2[C:12]3[N:13]([N:28]=[C:29]([C:31]4[CH:32]=[C:33]([C:43]5[CH:44]=[CH:45][C:40]([F:39])=[CH:41][C:42]=5[OH:49])[CH:34]=[CH:35][CH:36]=4)[CH:30]=3)[CH:14]=[C:15]([CH3:27])[C:16]=2[C@H:17]([O:22][C:23]([CH3:26])([CH3:25])[CH3:24])[C:18]([O:20][CH3:21])=[O:19])[CH2:7][CH2:6]1)[CH:2]=[CH2:3]. The catalyst class is: 128. (2) Reactant: [CH2:1]([C@@H:8]1[CH2:12][O:11][C:10](=[O:13])[N:9]1[C:14](=[O:39])[C@H:15]([CH2:31][CH2:32][C:33]1[CH:38]=[CH:37][CH:36]=[CH:35][CH:34]=1)[C@@H:16]([OH:30])[C@@H:17]([O:19][Si](C(C)C)(C(C)C)C(C)C)[CH3:18])[C:2]1[CH:7]=[CH:6][CH:5]=[CH:4][CH:3]=1.Cl. Product: [OH:30][C@H:16]1[C@H:17]([CH3:18])[O:19][C:14](=[O:39])[C@@H:15]1[CH2:31][CH2:32][C:33]1[CH:38]=[CH:37][CH:36]=[CH:35][CH:34]=1.[CH2:1]([C@@H:8]1[CH2:12][O:11][C:10](=[O:13])[NH:9]1)[C:2]1[CH:3]=[CH:4][CH:5]=[CH:6][CH:7]=1. The catalyst class is: 14.